From a dataset of Reaction yield outcomes from USPTO patents with 853,638 reactions. Predict the reaction yield, written as a fraction of the theoretical maximum amount of product (1.0 means a 100% yield; for example, 0.34 means a 34% yield). The reactants are [OH:1][C:2]1[CH:19]=[C:18]2[C:5]([C@H:6]3[C@H:15]([CH2:16][S:17]2(=[O:21])=[O:20])[C@:14]2([CH3:22])[C@H:9]([C:10]([CH3:24])([CH3:23])[CH2:11][CH2:12][CH2:13]2)[CH2:8][CH2:7]3)=[C:4]([O:25][CH3:26])[CH:3]=1.C(N(CC)CC)C.[F:34][C:35]([F:48])([F:47])[S:36](O[S:36]([C:35]([F:48])([F:47])[F:34])(=[O:38])=[O:37])(=[O:38])=[O:37]. The catalyst is C(Cl)Cl. The product is [F:34][C:35]([F:48])([F:47])[S:36]([O:1][C:2]1[CH:19]=[C:18]2[C:5]([C@H:6]3[C@H:15]([CH2:16][S:17]2(=[O:20])=[O:21])[C@:14]2([CH3:22])[C@H:9]([C:10]([CH3:23])([CH3:24])[CH2:11][CH2:12][CH2:13]2)[CH2:8][CH2:7]3)=[C:4]([O:25][CH3:26])[CH:3]=1)(=[O:38])=[O:37]. The yield is 0.870.